From a dataset of Catalyst prediction with 721,799 reactions and 888 catalyst types from USPTO. Predict which catalyst facilitates the given reaction. (1) Reactant: C(OC([NH:8][CH:9]([CH2:14][C:15]1[CH:16]=[C:17]2[C:22](=[CH:23][CH:24]=1)[N:21]=[C:20]([C:25]1[C:30]([Cl:31])=[CH:29][CH:28]=[CH:27][C:26]=1[Cl:32])[CH:19]=[CH:18]2)[C:10]([O:12][CH3:13])=[O:11])=O)(C)(C)C.C(O)(C(F)(F)F)=O. Product: [NH2:8][CH:9]([CH2:14][C:15]1[CH:16]=[C:17]2[C:22](=[CH:23][CH:24]=1)[N:21]=[C:20]([C:25]1[C:30]([Cl:31])=[CH:29][CH:28]=[CH:27][C:26]=1[Cl:32])[CH:19]=[CH:18]2)[C:10]([O:12][CH3:13])=[O:11]. The catalyst class is: 2. (2) Reactant: [N+:1]([C:4]1[CH:5]=[C:6]([CH:20]=[CH:21][CH:22]=1)[C:7]([NH:9][C:10]1[CH:19]=[CH:18][CH:17]=[CH:16][C:11]=1[C:12]([O:14][CH3:15])=[O:13])=[O:8])([O-])=O. Product: [NH2:1][C:4]1[CH:5]=[C:6]([CH:20]=[CH:21][CH:22]=1)[C:7]([NH:9][C:10]1[CH:19]=[CH:18][CH:17]=[CH:16][C:11]=1[C:12]([O:14][CH3:15])=[O:13])=[O:8]. The catalyst class is: 19. (3) Reactant: [CH:1]([N-]C(C)C)(C)C.[Li+].[CH:9]1[C:18]2[C:13](=[C:14]([CH2:19][C:20]([O:22][CH2:23][CH3:24])=[O:21])[CH:15]=[CH:16][CH:17]=2)[CH:12]=[CH:11][N:10]=1.CN(P(N(C)C)(N(C)C)=O)C.CI. Product: [CH:9]1[C:18]2[C:13](=[C:14]([CH:19]([CH3:1])[C:20]([O:22][CH2:23][CH3:24])=[O:21])[CH:15]=[CH:16][CH:17]=2)[CH:12]=[CH:11][N:10]=1. The catalyst class is: 1. (4) Reactant: [NH2:1][C:2]1[S:3][C:4]([C:8]([NH:10][CH2:11][C:12]2[CH:17]=[CH:16][C:15]([F:18])=[CH:14][CH:13]=2)=[O:9])=[C:5]([CH3:7])[N:6]=1.C(N(CC)CC)C.[Br:26][CH2:27][CH2:28][CH2:29][C:30](Cl)=[O:31]. Product: [Br:26][CH2:27][CH2:28][CH2:29][C:30]([NH:1][C:2]1[S:3][C:4]([C:8]([NH:10][CH2:11][C:12]2[CH:17]=[CH:16][C:15]([F:18])=[CH:14][CH:13]=2)=[O:9])=[C:5]([CH3:7])[N:6]=1)=[O:31]. The catalyst class is: 217. (5) Reactant: [F:1][C:2]1[CH:35]=[C:34]([N+:36]([O-:38])=[O:37])[CH:33]=[CH:32][C:3]=1[O:4][C:5]1[C:14]2[C:9](=[CH:10][C:11]([O:17][CH2:18][CH:19]3[CH2:24][CH2:23][N:22](C(OC(C)(C)C)=O)[CH2:21][CH2:20]3)=[C:12]([O:15][CH3:16])[CH:13]=2)[N:8]=[CH:7][CH:6]=1.FC(F)(F)C(O)=O. Product: [F:1][C:2]1[CH:35]=[C:34]([N+:36]([O-:38])=[O:37])[CH:33]=[CH:32][C:3]=1[O:4][C:5]1[C:14]2[C:9](=[CH:10][C:11]([O:17][CH2:18][CH:19]3[CH2:24][CH2:23][NH:22][CH2:21][CH2:20]3)=[C:12]([O:15][CH3:16])[CH:13]=2)[N:8]=[CH:7][CH:6]=1. The catalyst class is: 4. (6) Reactant: [N:1]12[CH2:9][CH2:8][CH:5]([CH2:6][CH2:7]1)[NH:4][C:3](=O)[CH2:2]2.O1CCOCC1. Product: [N:1]12[CH2:9][CH2:8][CH:5]([CH2:6][CH2:7]1)[NH:4][CH2:3][CH2:2]2. The catalyst class is: 6. (7) Reactant: [CH3:1][N:2](C(ON1N=NC2C=CC=NC1=2)=[N+](C)C)C.F[P-](F)(F)(F)(F)F.[Br:25][C:26]1[C:44]([O:45][CH:46]([CH3:48])[CH3:47])=[CH:43][C:29]2[C:30]([C:40](O)=[O:41])=[C:31]([C:33]3[CH:38]=[CH:37][C:36]([F:39])=[CH:35][CH:34]=3)[O:32][C:28]=2[CH:27]=1.Cl.CN.C(N(CC)C(C)C)(C)C. Product: [Br:25][C:26]1[C:44]([O:45][CH:46]([CH3:48])[CH3:47])=[CH:43][C:29]2[C:30]([C:40]([NH:2][CH3:1])=[O:41])=[C:31]([C:33]3[CH:38]=[CH:37][C:36]([F:39])=[CH:35][CH:34]=3)[O:32][C:28]=2[CH:27]=1. The catalyst class is: 3. (8) Reactant: [CH2:1]([O:8][C:9]1[CH:18]=[CH:17][C:16]2[N:15]=[CH:14][C:13]3[N:19]=[C:20]([CH2:25][O:26][CH2:27][CH3:28])[N:21]([CH2:22][CH2:23][CH3:24])[C:12]=3[C:11]=2[CH:10]=1)[C:2]1[CH:7]=[CH:6][CH:5]=[CH:4][CH:3]=1.ClC1C=C(C=CC=1)C(OO)=O.[OH-].[NH4+:41].C1(C)C=CC(S(Cl)(=O)=O)=CC=1. Product: [CH2:1]([O:8][C:9]1[CH:18]=[CH:17][C:16]2[N:15]=[C:14]([NH2:41])[C:13]3[N:19]=[C:20]([CH2:25][O:26][CH2:27][CH3:28])[N:21]([CH2:22][CH2:23][CH3:24])[C:12]=3[C:11]=2[CH:10]=1)[C:2]1[CH:7]=[CH:6][CH:5]=[CH:4][CH:3]=1. The catalyst class is: 22. (9) Reactant: [N:1]1[CH:6]=[CH:5][CH:4]=[CH:3][C:2]=1[N:7]1[CH2:12][CH2:11][NH:10][CH2:9][CH2:8]1.[CH3:13][C:14]1[CH:19]=[CH:18][CH:17]=[C:16]([CH3:20])[C:15]=1[NH:21][C:22](=[O:25])[CH2:23]Cl.C(=O)([O-])[O-].[Na+].[Na+]. Product: [CH3:20][C:16]1[CH:17]=[CH:18][CH:19]=[C:14]([CH3:13])[C:15]=1[NH:21][C:22](=[O:25])[CH2:23][N:10]1[CH2:9][CH2:8][N:7]([C:2]2[CH:3]=[CH:4][CH:5]=[CH:6][N:1]=2)[CH2:12][CH2:11]1. The catalyst class is: 35. (10) Reactant: C1C=C(Cl)C=C(C(OO)=[O:9])C=1.[N:12]1([C:18]([O:20][CH2:21][C:22]2[CH:31]=[CH:30][C:29]3[C:24](=[CH:25][CH:26]=[CH:27][CH:28]=3)[CH:23]=2)=[O:19])[CH2:17][CH2:16][CH:15]=[CH:14][CH2:13]1. Product: [CH:14]12[O:9][CH:15]1[CH2:16][CH2:17][N:12]([C:18]([O:20][CH2:21][C:22]1[CH:31]=[CH:30][C:29]3[C:24](=[CH:25][CH:26]=[CH:27][CH:28]=3)[CH:23]=1)=[O:19])[CH2:13]2. The catalyst class is: 2.